Dataset: Full USPTO retrosynthesis dataset with 1.9M reactions from patents (1976-2016). Task: Predict the reactants needed to synthesize the given product. Given the product [C:1]([C:3]1[CH:4]=[CH:5][C:6]([C:9]2[CH:10]=[N:11][N:12]3[CH:17]=[CH:16][C:15]([C:18]4[CH:26]=[CH:25][C:21]([C:22]([N:62]5[CH2:61][CH2:60][C:59]([NH:65][C:66](=[O:72])[O:67][C:68]([CH3:71])([CH3:70])[CH3:69])([CH3:58])[CH2:64][CH2:63]5)=[O:24])=[CH:20][CH:19]=4)=[N:14][C:13]=23)=[CH:7][CH:8]=1)#[N:2], predict the reactants needed to synthesize it. The reactants are: [C:1]([C:3]1[CH:8]=[CH:7][C:6]([C:9]2[CH:10]=[N:11][N:12]3[CH:17]=[CH:16][C:15]([C:18]4[CH:26]=[CH:25][C:21]([C:22]([OH:24])=O)=[CH:20][CH:19]=4)=[N:14][C:13]=23)=[CH:5][CH:4]=1)#[N:2].CN1CCOCC1.CN(C(ON1N=NC2C=CC=NC1=2)=[N+](C)C)C.F[P-](F)(F)(F)(F)F.[CH3:58][C:59]1([NH:65][C:66](=[O:72])[O:67][C:68]([CH3:71])([CH3:70])[CH3:69])[CH2:64][CH2:63][NH:62][CH2:61][CH2:60]1.